From a dataset of Full USPTO retrosynthesis dataset with 1.9M reactions from patents (1976-2016). Predict the reactants needed to synthesize the given product. (1) Given the product [Br:40][C:6]1[C:5]2[C:14](=[CH:1][CH:2]=[CH:3][CH:4]=2)[C:13]([C:15]2[C:20]3=[CH:21][CH:22]=[C:23]4[C:32]([CH:31]=[C:30]5[C:25]([CH:26]=[CH:27][CH:28]=[CH:29]5)=[CH:24]4)=[C:19]3[CH:18]=[CH:17][CH:16]=2)=[C:12]2[C:7]=1[CH:8]=[CH:9][CH:10]=[CH:11]2, predict the reactants needed to synthesize it. The reactants are: [CH:1]1[C:14]2[C:5](=[CH:6][C:7]3[C:12]([C:13]=2[C:15]2[C:20]4=[CH:21][CH:22]=[C:23]5[C:32]([CH:31]=[C:30]6[C:25]([CH:26]=[CH:27][CH:28]=[CH:29]6)=[CH:24]5)=[C:19]4[CH:18]=[CH:17][CH:16]=2)=[CH:11][CH:10]=[CH:9][CH:8]=3)[CH:4]=[CH:3][CH:2]=1.C1C(=O)N([Br:40])C(=O)C1.O. (2) Given the product [OH:6][C:7]1[CH:8]=[C:9]([C:15]([C@@H:17]2[C@:26]3([CH3:27])[C@H:21]([C:22]([CH3:28])([CH3:29])[CH2:23][CH2:24][CH2:25]3)[CH2:20][C@H:19]([CH2:30][NH:31][C:32](=[O:39])[C:33]3[CH:34]=[CH:35][CH:36]=[CH:37][CH:38]=3)[C@H:18]2[CH3:40])=[O:16])[CH:10]=[C:11]([OH:13])[CH:12]=1, predict the reactants needed to synthesize it. The reactants are: B(Br)(Br)Br.C[O:6][C:7]1[CH:8]=[C:9]([C:15]([C@@H:17]2[C@:26]3([CH3:27])[C@H:21]([C:22]([CH3:29])([CH3:28])[CH2:23][CH2:24][CH2:25]3)[CH2:20][C@H:19]([CH2:30][NH:31][C:32](=[O:39])[C:33]3[CH:38]=[CH:37][CH:36]=[CH:35][CH:34]=3)[C@H:18]2[CH3:40])=[O:16])[CH:10]=[C:11]([O:13]C)[CH:12]=1. (3) The reactants are: [CH3:1][N:2]1[C:10]2[C:5](=[CH:6][C:7]([CH:11]=[CH2:12])=[CH:8][CH:9]=2)[CH:4]=[CH:3]1.O1CCOC[CH2:14]1. Given the product [CH:11]1([C:7]2[CH:6]=[C:5]3[C:10](=[CH:9][CH:8]=2)[N:2]([CH3:1])[CH:3]=[CH:4]3)[CH2:14][CH2:12]1, predict the reactants needed to synthesize it. (4) Given the product [N+:14]([C:17]1[CH:18]=[CH:19][C:20]([N:23]2[CH2:28][CH2:27][CH2:26][C@H:25]([NH:29][C@@H:30]3[CH2:35][CH2:34][CH2:33][CH2:32][C@H:31]3[NH:36][C:10]([NH:9][C:6]3[CH:5]=[CH:4][C:3]([C:2]([F:12])([F:13])[F:1])=[CH:8][CH:7]=3)=[O:11])[CH2:24]2)=[CH:21][CH:22]=1)([O-:16])=[O:15], predict the reactants needed to synthesize it. The reactants are: [F:1][C:2]([F:13])([F:12])[C:3]1[CH:8]=[CH:7][C:6]([N:9]=[C:10]=[O:11])=[CH:5][CH:4]=1.[N+:14]([C:17]1[CH:22]=[CH:21][C:20]([N:23]2[CH2:28][CH2:27][CH2:26][CH:25]([NH:29][C@@H:30]3[CH2:35][CH2:34][CH2:33][CH2:32][C@H:31]3[NH2:36])[CH2:24]2)=[CH:19][CH:18]=1)([O-:16])=[O:15].